Dataset: CYP2D6 inhibition data for predicting drug metabolism from PubChem BioAssay. Task: Regression/Classification. Given a drug SMILES string, predict its absorption, distribution, metabolism, or excretion properties. Task type varies by dataset: regression for continuous measurements (e.g., permeability, clearance, half-life) or binary classification for categorical outcomes (e.g., BBB penetration, CYP inhibition). Dataset: cyp2d6_veith. The compound is O=C(OCCN1CCCCC1)c1c[nH]c2ccccc12. The result is 0 (non-inhibitor).